From a dataset of Experimentally validated miRNA-target interactions with 360,000+ pairs, plus equal number of negative samples. Binary Classification. Given a miRNA mature sequence and a target amino acid sequence, predict their likelihood of interaction. (1) The miRNA is hcmv-miR-US33-5p with sequence GAUUGUGCCCGGACCGUGGGCG. The protein sequence of the target gene is MEERPAETNANVDNSASPSVAQLAGRFREQAAAAKETPASKPTRRKPPCSLPLFPPKVDLGQNGEEKSPPNASHPPKFKVKSSPLIEKLQANLTFDPAALLPGASPKSPGLKAMVSPFHSPPSTPSSPGVRSRPSEAEEVPVSFDQPPEGSHLPCYNKVRTRGSIKRRPPSRRFRRSQSDCGELGDFRAVESSQQNGAKEEDGDEVLPSKSKAPGSPLSSEGAAGEGVRTLGPAEKPPLRRSPSRTEKQEEDRATEEAKNGEKARRSSEEVDGQHPAQEEVPESPQTSGPEAENRCGSPR.... Result: 0 (no interaction). (2) The protein sequence of the target gene is MTWRAAASTCAALLILLWALTTEGDLKVEMMAGGTQITPLNDNVTIFCNIFYSQPLNITSMGITWFWKSLTFDKEVKVFEFFGDHQEAFRPGAIVSPWRLKSGDASLRLPGIQLEEAGEYRCEVVVTPLKAQGTVQLEVVASPASRLLLDQVGMKENEDKYMCESSGFYPEAINITWEKQTQKFPHPIEISEDVITGPTIKNMDGTFNVTSCLKLNSSQEDPGTVYQCVVRHASLHTPLRSNFTLTAARHSLSETEKTDNFSIHWWPISFIGVGLVLLIVLIPWKKICNKSSSAYTPLKC.... The miRNA is hsa-miR-7-5p with sequence UGGAAGACUAGUGAUUUUGUUGUU. Result: 1 (interaction). (3) Result: 1 (interaction). The protein sequence of the target gene is MDIEDEENMSSSSTDIKENRNLDNMPPKDSSTPGPGEGIPLSNGGGGSTSRKRPLEEGSNGHSKYRLKKRRKTPGPVLPKNALMQLNEIKPGLQYMLLSQTGPVHAPLFVMSVEVNGQVFEGSGPTKKKAKLHAAEKALRSFVQFPNASEAHLAMGRTLSVNTDFTSDQADFPDTLFNGFETPDKSEPPFYVGSNGDDSFSSSGDVSLSASPVPASLTQPPLPIPPPFPPPSGKNPVMILNELRPGLKYDFLSESGESHAKSFVMSVVVDGQFFEGSGRNKKLAKARAAQSALATVFNLH.... The miRNA is mmu-miR-3473b with sequence GGGCUGGAGAGAUGGCUCAG. (4) The protein sequence of the target gene is MARPQPCGPPHARCGSPSLPERPLQVKVVGLFSCPNFQIAKSAAENLKNNHPSKFEDPILVPLQEFAWHQYLQEKKRELKNETWEYSSSVISFVNGQFLGDALDLQKWAHEVWDIVDIKPSALYDALTEDFSAKFLRDTKHDFVFLDICIDSSPIGRLIFELYCDVCPKTCKNFQVLCTGKAGFSQRGIRLHYKNSIFHRIVQNGWIQGGDIVYGKGDNGESIYGPTFEDENFSVPHNKRGVLGMANKGRHSNGSQFYITLQATPYLDRKFVAFGQLIEGTEVLKQLELVPTQNERPIHM.... Result: 1 (interaction). The miRNA is hsa-miR-4797-5p with sequence GACAGAGUGCCACUUACUGAA. (5) The miRNA is mmu-miR-669i with sequence UGCAUAUACACACAUGCAUAC. The protein sequence of the target gene is MVHVRRHETRKNSKTQKPEQKSRVDWHRTKRSISQLFDSDEELDSNEELDSDEEHDSGESIDSDEELDISKKSDINELPEKETELKLIKVESQGSNSKHLTNTSNSSADEEQLKETKHNDLPDDEAHPGQAENHHNRHTGQILEEDMEDEYIKPGKRKRLSSVMYDSDESDDSDILIRKASAKHPRRVVEDECSSLEMEQETPEKSSAARKREYHQKLQELSERSRQRRRRNSGRNFEDSEKDSCSGTGEEDEDEDEDDYRYDEDGDDYMIDDFVVRNEEGDDENSNQQGENLTTSQLKL.... Result: 1 (interaction).